From a dataset of Catalyst prediction with 721,799 reactions and 888 catalyst types from USPTO. Predict which catalyst facilitates the given reaction. (1) Reactant: [Cl:1][C:2]1[CH:12]=[C:11]([Cl:13])[CH:10]=[CH:9][C:3]=1[O:4][CH2:5][C:6]([OH:8])=O.[NH2:14][C:15]1[CH:16]=[C:17]([CH:21]=[CH:22][N:23]=1)[C:18]([NH2:20])=[O:19].C1CN([P+](ON2N=NC3C=CC=CC2=3)(N2CCCC2)N2CCCC2)CC1.F[P-](F)(F)(F)(F)F.CO. Product: [Cl:1][C:2]1[CH:12]=[C:11]([Cl:13])[CH:10]=[CH:9][C:3]=1[O:4][CH2:5][C:6]([NH:14][C:15]1[CH:16]=[C:17]([CH:21]=[CH:22][N:23]=1)[C:18]([NH2:20])=[O:19])=[O:8]. The catalyst class is: 241. (2) Reactant: Br[CH2:2][C:3]([O:5][CH2:6][CH3:7])=[O:4].[NH2:8][C:9]1[CH:14]=[CH:13][C:12]([CH3:15])=[CH:11][CH:10]=1.C([O-])(=O)C.[Na+]. Product: [C:12]1([CH3:15])[CH:13]=[CH:14][C:9]([NH:8][CH2:2][C:3]([O:5][CH2:6][CH3:7])=[O:4])=[CH:10][CH:11]=1. The catalyst class is: 8. (3) Reactant: C(OC(=O)[NH:7][C:8]1[S:9][C:10]2[CH2:11][N:12]([CH2:17][C:18]3[CH:23]=[CH:22][C:21]([C@@H:24]4[O:33][C:28]5=[N:29][CH:30]=[CH:31][CH:32]=[C:27]5[O:26][CH2:25]4)=[CH:20][CH:19]=3)[CH2:13][CH2:14][C:15]=2[N:16]=1)(C)(C)C.Cl.O1CCOCC1. Product: [O:26]1[C:27]2[C:28](=[N:29][CH:30]=[CH:31][CH:32]=2)[O:33][C@@H:24]([C:21]2[CH:20]=[CH:19][C:18]([CH2:17][N:12]3[CH2:13][CH2:14][C:15]4[N:16]=[C:8]([NH2:7])[S:9][C:10]=4[CH2:11]3)=[CH:23][CH:22]=2)[CH2:25]1. The catalyst class is: 61. (4) Reactant: [C:1]([O:5][C:6]([N:8]1[CH2:11][CH:10]([CH:12]([NH2:14])[CH3:13])[CH2:9]1)=[O:7])([CH3:4])([CH3:3])[CH3:2].C(N(CC)C(C)C)(C)C.[Cl:24][C:25]1[CH:33]=[C:32]2[C:28]([C:29]([C:35]3[N:36]=[C:37]4[C:43]([C:44](O)=[O:45])=[CH:42][N:41]([CH2:47][O:48][CH2:49][CH2:50][Si:51]([CH3:54])([CH3:53])[CH3:52])[C:38]4=[N:39][CH:40]=3)=[N:30][N:31]2[CH3:34])=[CH:27][CH:26]=1.CN(C(ON1N=NC2C=CC=NC1=2)=[N+](C)C)C.F[P-](F)(F)(F)(F)F. Product: [C:1]([O:5][C:6]([N:8]1[CH2:11][CH:10]([CH:12]([NH:14][C:44]([C:43]2[C:37]3[C:38](=[N:39][CH:40]=[C:35]([C:29]4[C:28]5[C:32](=[CH:33][C:25]([Cl:24])=[CH:26][CH:27]=5)[N:31]([CH3:34])[N:30]=4)[N:36]=3)[N:41]([CH2:47][O:48][CH2:49][CH2:50][Si:51]([CH3:54])([CH3:53])[CH3:52])[CH:42]=2)=[O:45])[CH3:13])[CH2:9]1)=[O:7])([CH3:4])([CH3:3])[CH3:2]. The catalyst class is: 3. (5) Reactant: [C:1]([C:4]1[C:12]2[C:7](=[CH:8][CH:9]=[C:10](Br)[CH:11]=2)[N:6]([CH2:14][C:15]([O:17][C:18]([CH3:21])([CH3:20])[CH3:19])=[O:16])[CH:5]=1)(=[O:3])[CH3:2].[CH3:22][O:23][C:24]1[N:29]=[CH:28][C:27](B(O)O)=[CH:26][N:25]=1.C(=O)([O-])[O-].[Cs+].[Cs+]. Product: [C:1]([C:4]1[C:12]2[C:7](=[CH:8][CH:9]=[C:10]([C:27]3[CH:26]=[N:25][C:24]([O:23][CH3:22])=[N:29][CH:28]=3)[CH:11]=2)[N:6]([CH2:14][C:15]([O:17][C:18]([CH3:21])([CH3:20])[CH3:19])=[O:16])[CH:5]=1)(=[O:3])[CH3:2]. The catalyst class is: 339. (6) Reactant: [O:1]1[CH2:5][CH2:4][C:3]([C:6]2[CH:11]=[C:10]([F:12])[C:9]([C:13]3[N:18]=[C:17]([C:19]([O:21][CH3:22])=[O:20])[CH:16]=[CH:15][C:14]=3[F:23])=[C:8]([F:24])[CH:7]=2)=[CH:2]1.O1CC=C(C2C=C(F)C(C3N=C(C(OC)=O)C=CC=3F)=C(F)C=2)C1. Product: [F:24][C:8]1[CH:7]=[C:6]([CH:3]2[CH2:4][CH2:5][O:1][CH2:2]2)[CH:11]=[C:10]([F:12])[C:9]=1[C:13]1[N:18]=[C:17]([C:19]([O:21][CH3:22])=[O:20])[CH:16]=[CH:15][C:14]=1[F:23]. The catalyst class is: 19. (7) Reactant: CC(C)([O-])C.[K+].Br[CH2:8][CH2:9][CH2:10][CH2:11][CH2:12][CH:13]([CH2:17][CH2:18][CH3:19])[CH2:14][CH2:15][CH3:16].Cl. Product: [CH2:17]([CH:13]([CH2:14][CH2:15][CH3:16])[CH2:12][CH2:11][CH2:10][CH:9]=[CH2:8])[CH2:18][CH3:19]. The catalyst class is: 7.